From a dataset of Choline transporter screen with 302,306 compounds. Binary Classification. Given a drug SMILES string, predict its activity (active/inactive) in a high-throughput screening assay against a specified biological target. The drug is O=C1N(C(=O)CC1N(CCc1cc(OC)c(OC)cc1)C)c1ccc(cc1)C(OCC)=O. The result is 0 (inactive).